This data is from Forward reaction prediction with 1.9M reactions from USPTO patents (1976-2016). The task is: Predict the product of the given reaction. (1) Given the reactants [NH2:1][C:2]1[N:7]=[CH:6][C:5]([C:8]2[CH:13]=[CH:12][C:11]([C:14]([N:16]3[CH2:21][CH2:20][O:19][CH2:18][CH2:17]3)=O)=[C:10]([O:22][CH3:23])[CH:9]=2)=[CH:4][C:3]=1[C:24]1[N:25]=[N:26][N:27]([CH:29]([CH3:31])[CH3:30])[CH:28]=1.B(F)(F)F.CCOCC.[BH4-].[Na+], predict the reaction product. The product is: [CH:29]([N:27]1[CH:28]=[C:24]([C:3]2[C:2]([NH2:1])=[N:7][CH:6]=[C:5]([C:8]3[CH:13]=[CH:12][C:11]([CH2:14][N:16]4[CH2:17][CH2:18][O:19][CH2:20][CH2:21]4)=[C:10]([O:22][CH3:23])[CH:9]=3)[CH:4]=2)[N:25]=[N:26]1)([CH3:31])[CH3:30]. (2) Given the reactants [CH3:1][C:2]1[CH:7]=[CH:6][CH:5]=[C:4]([CH3:8])[C:3]=1[NH:9][C:10](=[O:12])[CH3:11].[N+:13]([O-])([OH:15])=[O:14], predict the reaction product. The product is: [CH3:8][C:4]1[C:5]([N+:13]([O-:15])=[O:14])=[CH:6][CH:7]=[C:2]([CH3:1])[C:3]=1[NH:9][C:10](=[O:12])[CH3:11].